This data is from Catalyst prediction with 721,799 reactions and 888 catalyst types from USPTO. The task is: Predict which catalyst facilitates the given reaction. (1) Reactant: COC1C=CC(C[N:10]2[CH2:27][C:14]3([CH2:19][CH2:18][N:17](C(OC(C)(C)C)=O)[CH2:16][CH2:15]3)[O:13][CH:12]([C:28]3[CH:33]=[CH:32][CH:31]=[CH:30][CH:29]=3)[C:11]2=[O:34])=CC=1.O.[ClH:36]. Product: [ClH:36].[C:28]1([CH:12]2[O:13][C:14]3([CH2:15][CH2:16][NH:17][CH2:18][CH2:19]3)[CH2:27][NH:10][C:11]2=[O:34])[CH:29]=[CH:30][CH:31]=[CH:32][CH:33]=1. The catalyst class is: 10. (2) Reactant: [CH2:1]([O:3][C:4](=[O:13])[C:5]1[CH:10]=[CH:9][CH:8]=[CH:7][C:6]=1[CH2:11][Br:12])[CH3:2].[C:14]1([P:20]([C:27]2[CH:32]=[CH:31][CH:30]=[CH:29][CH:28]=2)[C:21]2[CH:26]=[CH:25][CH:24]=[CH:23][CH:22]=2)[CH:19]=[CH:18][CH:17]=[CH:16][CH:15]=1. Product: [Br-:12].[CH2:1]([O:3][C:4]([C:5]1[CH:10]=[CH:9][CH:8]=[CH:7][C:6]=1[CH2:11][P+:20]([C:21]1[CH:22]=[CH:23][CH:24]=[CH:25][CH:26]=1)([C:27]1[CH:32]=[CH:31][CH:30]=[CH:29][CH:28]=1)[C:14]1[CH:15]=[CH:16][CH:17]=[CH:18][CH:19]=1)=[O:13])[CH3:2]. The catalyst class is: 11.